From a dataset of Retrosynthesis with 50K atom-mapped reactions and 10 reaction types from USPTO. Predict the reactants needed to synthesize the given product. (1) The reactants are: CI.Oc1ccc2ccccc2c1Br. Given the product COc1ccc2ccccc2c1Br, predict the reactants needed to synthesize it. (2) Given the product Cc1n[nH]cc1-c1cccc2c1C(C)N(C(=O)c1cc3ncc(Br)cn3n1)CC2, predict the reactants needed to synthesize it. The reactants are: Cc1n[nH]cc1-c1cccc2c1C(C)NCC2.O=C(O)c1cc2ncc(Br)cn2n1. (3) Given the product COc1ccc(CN2CC3CCC(C2)C3=O)cc1, predict the reactants needed to synthesize it. The reactants are: COc1ccc(CN2CC3CCC(C2)C3(OC)OC)cc1. (4) Given the product CC(C)=CCC[C@@H](C)C/C=C/C(C)O, predict the reactants needed to synthesize it. The reactants are: CC(=O)/C=C/C[C@H](C)CCC=C(C)C. (5) The reactants are: O=C(c1ccc(Cn2c3ccc(F)cc3c3c2cnn3C2CCCCO2)cc1)N1CCOCC1. Given the product O=C(c1ccc(Cn2c3ccc(F)cc3c3[nH]ncc32)cc1)N1CCOCC1, predict the reactants needed to synthesize it.